This data is from Catalyst prediction with 721,799 reactions and 888 catalyst types from USPTO. The task is: Predict which catalyst facilitates the given reaction. (1) Reactant: [C:1]([N:4]1[CH2:9][CH2:8][N:7]([C:10]2[CH:11]=[CH:12][C:13]([NH:16][C:17](=[O:27])[CH2:18][C:19]3[CH:20]=[N:21][C:22](Cl)=[C:23]([CH3:25])[CH:24]=3)=[N:14][CH:15]=2)[CH2:6][CH2:5]1)(=[O:3])[CH3:2].[F:28][C:29]([F:40])([F:39])[C:30]1[CH:35]=[C:34](B(O)O)[CH:33]=[CH:32][N:31]=1.C1(PC2CCCCC2)CCCCC1.[O-]P([O-])([O-])=O.[K+].[K+].[K+]. Product: [C:1]([N:4]1[CH2:9][CH2:8][N:7]([C:10]2[CH:11]=[CH:12][C:13]([NH:16][C:17](=[O:27])[CH2:18][C:19]3[CH:24]=[C:23]([CH3:25])[C:22]([C:34]4[CH:33]=[CH:32][N:31]=[C:30]([C:29]([F:40])([F:39])[F:28])[CH:35]=4)=[N:21][CH:20]=3)=[N:14][CH:15]=2)[CH2:6][CH2:5]1)(=[O:3])[CH3:2]. The catalyst class is: 318. (2) Reactant: C(OC([NH:8][CH2:9][C:10]([N:12]1[CH2:21][CH2:20][C:19]2[C:14](=[CH:15][CH:16]=[CH:17][C:18]=2[I:22])[CH:13]1[CH2:23][C:24]([O-:26])=[O:25])=[O:11])=O)(C)(C)C.[Na+].[ClH:28]. Product: [Cl-:28].[C:24]([CH2:23][CH:13]1[C:14]2[C:19](=[C:18]([I:22])[CH:17]=[CH:16][CH:15]=2)[CH2:20][CH2:21][N:12]1[C:10](=[O:11])[CH2:9][NH3+:8])([OH:26])=[O:25]. The catalyst class is: 12. (3) Reactant: [Br:1][C:2]1[CH:7]=[CH:6][C:5]([CH:8]2[CH2:10][CH:9]2CC#N)=[CH:4][CH:3]=1.[OH-:14].[K+].Cl.[CH3:17][CH2:18][OH:19]. Product: [Br:1][C:2]1[CH:7]=[CH:6][C:5]([CH:8]2[CH2:10][CH:9]2[CH2:17][C:18]([OH:14])=[O:19])=[CH:4][CH:3]=1. The catalyst class is: 238. (4) Reactant: [CH3:1][C:2]1[S:3][CH:4]=[C:5]([CH:7]2[CH2:12][CH2:11][CH2:10][CH2:9][CH:8]2[C:13]([O:15][CH3:16])=[O:14])[N:6]=1.C1C(=O)N([Br:24])C(=O)C1. Product: [Br:24][C:4]1[S:3][C:2]([CH3:1])=[N:6][C:5]=1[CH:7]1[CH2:12][CH2:11][CH2:10][CH2:9][CH:8]1[C:13]([O:15][CH3:16])=[O:14]. The catalyst class is: 22.